Dataset: hERG Central: cardiac toxicity at 1µM, 10µM, and general inhibition. Task: Predict hERG channel inhibition at various concentrations. (1) The compound is CCOc1ccc(CN2CCC(n3nccc3NC(=O)c3ccccc3OC)CC2)cc1. Results: hERG_inhib (hERG inhibition (general)): blocker. (2) The molecule is COc1cc(Cl)c(C)cc1NC(=O)c1cc(S(=O)(=O)N(C)C)ccc1N1CCCC1. Results: hERG_inhib (hERG inhibition (general)): blocker. (3) The compound is CCOC(=O)c1c(NC(=O)CCS(=O)(=O)c2ccccc2)sc2c1CCN(C)C2.Cl. Results: hERG_inhib (hERG inhibition (general)): blocker. (4) The compound is COC(=O)c1ccc(CN2CCC(Oc3ccc(C(=O)N4CCCCC4)cc3)CC2)cc1. Results: hERG_inhib (hERG inhibition (general)): blocker. (5) The compound is FC(F)Sc1ccc(-n2c(-c3ccc(Cl)cc3)c[n+]3c2CCC3)cc1.[Br-]. Results: hERG_inhib (hERG inhibition (general)): blocker. (6) The molecule is Nc1ccccc1C(=O)NCCCN1CCN(c2cccc(Cl)c2)CC1. Results: hERG_inhib (hERG inhibition (general)): blocker. (7) The molecule is Br.CCOc1ccccc1OCC(=O)NN1Cc2ccccc2C1=N. Results: hERG_inhib (hERG inhibition (general)): blocker. (8) The drug is Cl.Clc1cccc(CN2C3=NCCCN3c3ccccc32)c1. Results: hERG_inhib (hERG inhibition (general)): blocker. (9) The drug is CS(=O)(=O)Nc1ccc(C(=O)N2CCN(c3ccccc3F)CC2)cc1. Results: hERG_inhib (hERG inhibition (general)): blocker.